Predict the product of the given reaction. From a dataset of Forward reaction prediction with 1.9M reactions from USPTO patents (1976-2016). (1) Given the reactants [N:1]1[CH:6]=[CH:5][C:4]([CH2:7][C:8]([C:10]2[CH:15]=[CH:14][C:13]([O:16][CH2:17][C:18]3[CH:27]=[CH:26][C:25]4[C:20](=[CH:21][CH:22]=[CH:23][CH:24]=4)[N:19]=3)=[CH:12][CH:11]=2)=[O:9])=[CH:3][CH:2]=1.[Cl:28]C1C=C(C)C=CN=1, predict the reaction product. The product is: [Cl:28][C:2]1[CH:3]=[C:4]([CH2:7][C:8]([C:10]2[CH:11]=[CH:12][C:13]([O:16][CH2:17][C:18]3[CH:27]=[CH:26][C:25]4[C:20](=[CH:21][CH:22]=[CH:23][CH:24]=4)[N:19]=3)=[CH:14][CH:15]=2)=[O:9])[CH:5]=[CH:6][N:1]=1. (2) Given the reactants [Li+].CC([N-]C(C)C)C.Br[C:10]1[CH:18]=[C:17]2C(C[C:15]3(CCC(=O)CC3)[C:16]2=[O:19])=C[CH:11]=1.CON(C)C(C1[N:32]=[N:33]C=CC=1)=O, predict the reaction product. The product is: [N:32]1[CH:11]=[CH:10][CH:18]=[C:17]([CH:16]([OH:19])[CH3:15])[N:33]=1.